The task is: Predict the reactants needed to synthesize the given product.. This data is from Full USPTO retrosynthesis dataset with 1.9M reactions from patents (1976-2016). (1) Given the product [CH3:25][NH:26][C:3]([C:5]1[N:6]=[C:7]([CH2:13][C:14]2[CH:19]=[C:18]([C:20]([F:21])([F:22])[F:23])[CH:17]=[CH:16][C:15]=2[Br:24])[NH:8][C:9](=[O:12])[C:10]=1[OH:11])=[O:2], predict the reactants needed to synthesize it. The reactants are: C[O:2][C:3]([C:5]1[N:6]=[C:7]([CH2:13][C:14]2[CH:19]=[C:18]([C:20]([F:23])([F:22])[F:21])[CH:17]=[CH:16][C:15]=2[Br:24])[NH:8][C:9](=[O:12])[C:10]=1[OH:11])=O.[CH3:25][NH2:26]. (2) Given the product [F:11][C:10]([F:13])([F:12])[C:4]1[CH:3]=[C:2]([NH:18][CH2:17][CH2:16][C:15]([F:20])([F:19])[F:14])[CH:9]=[CH:8][C:5]=1[C:6]#[N:7], predict the reactants needed to synthesize it. The reactants are: F[C:2]1[CH:9]=[CH:8][C:5]([C:6]#[N:7])=[C:4]([C:10]([F:13])([F:12])[F:11])[CH:3]=1.[F:14][C:15]([F:20])([F:19])[CH2:16][CH2:17][NH2:18].CCN(C(C)C)C(C)C. (3) Given the product [CH3:71][O:70][C:55]1[CH:54]=[C:53]([CH:58]=[C:57]([O:59][CH2:60][CH2:61][O:62][CH2:63][CH2:64][O:65][CH2:66][CH2:67][O:68][CH3:69])[CH:56]=1)[NH2:52], predict the reactants needed to synthesize it. The reactants are: C(N(C1C2C(=CC=CC=2)C(OC2C=CN=C(Cl)N=2)=CC=1)C(=O)O)(C)(C)C.C(N(C1C2C(=CC=CC=2)C(OC2C=CN=C([NH:52][C:53]3[CH:58]=[C:57]([O:59][CH2:60][CH2:61][O:62][CH2:63][CH2:64][O:65][CH2:66][CH2:67][O:68][CH3:69])[CH:56]=[C:55]([O:70][CH3:71])[CH:54]=3)N=2)=CC=1)C(=O)O)(C)(C)C.C([O-])(O)=O.[Na+]. (4) Given the product [NH2:1][C:2]1[N:7]([C:8]2[CH:13]=[CH:12][C:11]([O:14][CH3:15])=[CH:10][CH:9]=2)[C:6]([NH:19][C:20]2[CH:25]=[CH:24][CH:23]=[CH:22][CH:21]=2)=[N:5][C:4](=[O:18])[CH:3]=1, predict the reactants needed to synthesize it. The reactants are: [NH2:1][C:2]1[N:7]([C:8]2[CH:13]=[CH:12][C:11]([O:14][CH3:15])=[CH:10][CH:9]=2)[C:6](SC)=[N:5][C:4](=[O:18])[CH:3]=1.[NH2:19][C:20]1[CH:25]=[CH:24][CH:23]=[CH:22][CH:21]=1.[K+].[Br-].